The task is: Predict the product of the given reaction.. This data is from Forward reaction prediction with 1.9M reactions from USPTO patents (1976-2016). (1) Given the reactants [Na].Cl.[CH3:3][CH:4]([O:8][C:9]([CH3:11])=[O:10])[CH2:5][O:6][CH3:7].C(OCC)(=O)C, predict the reaction product. The product is: [CH3:3][CH:4]([O:8][C:9]([CH3:11])=[O:10])[CH2:5][O:6][CH3:7]. (2) Given the reactants C[O:2][C:3]([CH:5]1[CH:10]([NH:11][S:12]([C:15]2[CH:20]=[CH:19][C:18]([O:21][CH2:22][C:23]3[C:32]4[C:27](=[CH:28][CH:29]=[CH:30][CH:31]=4)[N:26]=[C:25]([CH3:33])[CH:24]=3)=[CH:17][CH:16]=2)(=[O:14])=[O:13])[CH:9]2[N:34]([C:35]([O:37][C:38]([CH3:41])([CH3:40])[CH3:39])=[O:36])[CH:6]1[CH2:7][CH2:8]2)=[O:4].[OH-].[Li+], predict the reaction product. The product is: [C:38]([O:37][C:35]([N:34]1[CH:9]2[CH2:8][CH2:7][CH:6]1[CH:5]([C:3]([OH:4])=[O:2])[CH:10]2[NH:11][S:12]([C:15]1[CH:20]=[CH:19][C:18]([O:21][CH2:22][C:23]2[C:32]3[C:27](=[CH:28][CH:29]=[CH:30][CH:31]=3)[N:26]=[C:25]([CH3:33])[CH:24]=2)=[CH:17][CH:16]=1)(=[O:13])=[O:14])=[O:36])([CH3:41])([CH3:39])[CH3:40]. (3) Given the reactants C(N1C=CN=C1)(N1C=CN=C1)=O.[Br-:13].[C:14]([C:17]1[CH:22]=[CH:21][C:20]([C:23](=[O:50])[CH2:24][N+:25]23[CH2:32][CH2:31][CH:28]([CH2:29][CH2:30]2)[C@@H:27]([O:33][C:34](=[O:49])[C@@H:35]([C:43]2[CH:48]=[CH:47][CH:46]=[CH:45][CH:44]=2)[NH:36][C:37]2[CH:42]=[CH:41][CH:40]=[CH:39][CH:38]=2)[CH2:26]3)=[CH:19][CH:18]=1)([OH:16])=O.[NH:51]1[CH2:56][CH2:55][O:54][CH2:53][CH2:52]1, predict the reaction product. The product is: [Br-:13].[N:51]1([C:14]([C:17]2[CH:22]=[CH:21][C:20]([C:23](=[O:50])[CH2:24][N+:25]34[CH2:32][CH2:31][CH:28]([CH2:29][CH2:30]3)[C@@H:27]([O:33][C:34](=[O:49])[C@@H:35]([C:43]3[CH:44]=[CH:45][CH:46]=[CH:47][CH:48]=3)[NH:36][C:37]3[CH:42]=[CH:41][CH:40]=[CH:39][CH:38]=3)[CH2:26]4)=[CH:19][CH:18]=2)=[O:16])[CH2:56][CH2:55][O:54][CH2:53][CH2:52]1. (4) Given the reactants [CH3:1][C:2]1[CH:10]=[C:9]([N+:11]([O-])=O)[CH:8]=[CH:7][C:3]=1[C:4]([OH:6])=[O:5], predict the reaction product. The product is: [NH2:11][C:9]1[CH:8]=[CH:7][C:3]([C:4]([OH:6])=[O:5])=[C:2]([CH3:1])[CH:10]=1.